From a dataset of Peptide-MHC class II binding affinity with 134,281 pairs from IEDB. Regression. Given a peptide amino acid sequence and an MHC pseudo amino acid sequence, predict their binding affinity value. This is MHC class II binding data. (1) The peptide sequence is LRPTFDTRLMRLEDE. The MHC is DRB1_0701 with pseudo-sequence DRB1_0701. The binding affinity (normalized) is 0.296. (2) The peptide sequence is PEQIQLLKKAFDAFD. The MHC is DRB1_1001 with pseudo-sequence DRB1_1001. The binding affinity (normalized) is 0.524.